Dataset: Forward reaction prediction with 1.9M reactions from USPTO patents (1976-2016). Task: Predict the product of the given reaction. Given the reactants [CH3:1][O:2][C:3]1[CH:4]=[C:5]2[C:10](=[CH:11][C:12]=1[O:13][CH3:14])[N:9]=[CH:8][CH:7]=[C:6]2[O:15][C:16]1[CH:22]=[CH:21][C:19]([NH2:20])=[C:18]([CH3:23])[C:17]=1[CH3:24].ClC(Cl)(O[C:29](=[O:35])[O:30][C:31](Cl)(Cl)Cl)Cl.[CH3:37][O:38][C:39]1C=[CH:43][CH:42]=[CH:41][C:40]=1O.C(=O)(O)[O-].[Na+], predict the reaction product. The product is: [CH3:1][O:2][C:3]1[CH:4]=[C:5]2[C:10](=[CH:11][C:12]=1[O:13][CH3:14])[N:9]=[CH:8][CH:7]=[C:6]2[O:15][C:16]1[CH:22]=[CH:21][C:19]([NH:20][C:29](=[O:35])[O:30][C:31]2[CH:43]=[CH:42][CH:41]=[CH:40][C:39]=2[O:38][CH3:37])=[C:18]([CH3:23])[C:17]=1[CH3:24].